Task: Predict the reactants needed to synthesize the given product.. Dataset: Full USPTO retrosynthesis dataset with 1.9M reactions from patents (1976-2016) (1) Given the product [Br:14][C:11]1[C:9]2[S:10][C:6]([C:4]([OH:5])=[O:3])=[C:7]([CH2:15][CH2:16][CH2:17][CH2:18][CH2:19][CH3:20])[C:8]=2[S:13][CH:12]=1, predict the reactants needed to synthesize it. The reactants are: C([O:3][C:4]([C:6]1[S:10][C:9]2[C:11]([Br:14])=[CH:12][S:13][C:8]=2[C:7]=1[CH2:15][CH2:16][CH2:17][CH2:18][CH2:19][CH3:20])=[O:5])C.[OH-].[Li+]. (2) Given the product [CH3:1][O:2][C:3](=[O:17])[C:4]1[CH:9]=[C:8]([NH2:10])[C:7]([NH:13][CH3:14])=[CH:6][C:5]=1[O:15][CH3:16], predict the reactants needed to synthesize it. The reactants are: [CH3:1][O:2][C:3](=[O:17])[C:4]1[CH:9]=[C:8]([N+:10]([O-])=O)[C:7]([NH:13][CH3:14])=[CH:6][C:5]=1[O:15][CH3:16]. (3) Given the product [CH3:4][O:5][C:6](=[O:18])[C:7]1[CH:16]=[CH:15][C:14]([O:17][CH2:2][CH3:3])=[C:9]([C:10]([O:12][CH3:13])=[O:11])[CH:8]=1, predict the reactants needed to synthesize it. The reactants are: I[CH2:2][CH3:3].[CH3:4][O:5][C:6](=[O:18])[C:7]1[CH:16]=[CH:15][C:14]([OH:17])=[C:9]([C:10]([O:12][CH3:13])=[O:11])[CH:8]=1.C(=O)([O-])[O-].[Cs+].[Cs+]. (4) The reactants are: [CH:1]1([NH:4][C:5]2[C:10]([C:11]([NH2:13])=[O:12])=[CH:9][N:8]=[C:7]([NH:14][C:15]3[CH:20]=[CH:19][C:18]([CH:21]4[CH2:26][CH2:25][NH:24][CH2:23][CH2:22]4)=[CH:17][CH:16]=3)[N:6]=2)[CH2:3][CH2:2]1.CCN(C(C)C)C(C)C.Br[CH2:37][CH2:38][F:39].C(O)(C(F)(F)F)=O. Given the product [CH:1]1([NH:4][C:5]2[C:10]([C:11]([NH2:13])=[O:12])=[CH:9][N:8]=[C:7]([NH:14][C:15]3[CH:20]=[CH:19][C:18]([CH:21]4[CH2:26][CH2:25][N:24]([CH2:37][CH2:38][F:39])[CH2:23][CH2:22]4)=[CH:17][CH:16]=3)[N:6]=2)[CH2:3][CH2:2]1, predict the reactants needed to synthesize it. (5) Given the product [Br:26][C:27]1[CH:28]=[CH:29][C:30]([CH3:35])=[C:31]([CH:32]=[CH:6][CH2:5][CH2:4][O:3][CH3:2])[CH:34]=1, predict the reactants needed to synthesize it. The reactants are: [Br-].[CH3:2][O:3][CH2:4][CH2:5][CH2:6][P+](C1C=CC=CC=1)(C1C=CC=CC=1)C1C=CC=CC=1.[Br:26][C:27]1[CH:28]=[CH:29][C:30]([CH3:35])=[C:31]([CH:34]=1)[CH:32]=O.CC#N.O. (6) Given the product [CH2:1]([C:3]1[CH:4]=[CH:5][C:6]([CH:9]=[O:18])=[N:7][CH:8]=1)[CH3:2], predict the reactants needed to synthesize it. The reactants are: [CH2:1]([C:3]1[CH:4]=[CH:5][C:6]([CH3:9])=[N:7][CH:8]=1)[CH3:2].ClC1C=CC=C(C(OO)=[O:18])C=1.[OH-].[Na+].C[O-].[Na+].CO. (7) Given the product [CH:3]1([CH2:9][CH2:10][NH:11][CH2:15][CH2:14][S:13][S:13][CH2:14][CH2:15][NH:11][CH2:10][CH2:9][CH:3]2[CH2:4][CH2:5][CH2:6][CH2:7][CH2:8]2)[CH2:4][CH2:5][CH2:6][CH2:7][CH2:8]1, predict the reactants needed to synthesize it. The reactants are: II.[CH:3]1([CH2:9][CH2:10][N:11]2[CH2:15][CH2:14][S:13]C2)[CH2:8][CH2:7][CH2:6][CH2:5][CH2:4]1.[OH-].[Na+].